Dataset: NCI-60 drug combinations with 297,098 pairs across 59 cell lines. Task: Regression. Given two drug SMILES strings and cell line genomic features, predict the synergy score measuring deviation from expected non-interaction effect. (1) Drug 1: C1C(C(OC1N2C=C(C(=O)NC2=O)F)CO)O. Drug 2: C1CN1C2=NC(=NC(=N2)N3CC3)N4CC4. Cell line: UO-31. Synergy scores: CSS=26.5, Synergy_ZIP=-14.3, Synergy_Bliss=-5.96, Synergy_Loewe=-5.89, Synergy_HSA=-2.94. (2) Drug 1: CC1C(C(CC(O1)OC2CC(CC3=C2C(=C4C(=C3O)C(=O)C5=C(C4=O)C(=CC=C5)OC)O)(C(=O)CO)O)N)O.Cl. Drug 2: CC1CCCC2(C(O2)CC(NC(=O)CC(C(C(=O)C(C1O)C)(C)C)O)C(=CC3=CSC(=N3)C)C)C. Cell line: OVCAR-4. Synergy scores: CSS=41.5, Synergy_ZIP=2.37, Synergy_Bliss=1.39, Synergy_Loewe=-9.51, Synergy_HSA=3.47. (3) Drug 1: CS(=O)(=O)OCCCCOS(=O)(=O)C. Drug 2: C1CN(P(=O)(OC1)NCCCl)CCCl. Cell line: HOP-92. Synergy scores: CSS=6.32, Synergy_ZIP=-0.572, Synergy_Bliss=2.73, Synergy_Loewe=-0.00339, Synergy_HSA=2.73. (4) Drug 1: CC1OCC2C(O1)C(C(C(O2)OC3C4COC(=O)C4C(C5=CC6=C(C=C35)OCO6)C7=CC(=C(C(=C7)OC)O)OC)O)O. Drug 2: CCN(CC)CCNC(=O)C1=C(NC(=C1C)C=C2C3=C(C=CC(=C3)F)NC2=O)C. Cell line: OVCAR3. Synergy scores: CSS=17.0, Synergy_ZIP=-6.56, Synergy_Bliss=-5.01, Synergy_Loewe=-5.01, Synergy_HSA=-3.10. (5) Drug 1: CC1=C(C=C(C=C1)NC(=O)C2=CC=C(C=C2)CN3CCN(CC3)C)NC4=NC=CC(=N4)C5=CN=CC=C5. Drug 2: CCC1(C2=C(COC1=O)C(=O)N3CC4=CC5=C(C=CC(=C5CN(C)C)O)N=C4C3=C2)O.Cl. Cell line: M14. Synergy scores: CSS=26.6, Synergy_ZIP=-0.871, Synergy_Bliss=0.207, Synergy_Loewe=-41.7, Synergy_HSA=-2.88. (6) Drug 1: C1CCC(C(C1)N)N.C(=O)(C(=O)[O-])[O-].[Pt+4]. Drug 2: CC1CCCC2(C(O2)CC(NC(=O)CC(C(C(=O)C(C1O)C)(C)C)O)C(=CC3=CSC(=N3)C)C)C. Cell line: CAKI-1. Synergy scores: CSS=39.3, Synergy_ZIP=-6.55, Synergy_Bliss=-3.60, Synergy_Loewe=2.92, Synergy_HSA=4.66.